This data is from CYP2D6 inhibition data for predicting drug metabolism from PubChem BioAssay. The task is: Regression/Classification. Given a drug SMILES string, predict its absorption, distribution, metabolism, or excretion properties. Task type varies by dataset: regression for continuous measurements (e.g., permeability, clearance, half-life) or binary classification for categorical outcomes (e.g., BBB penetration, CYP inhibition). Dataset: cyp2d6_veith. (1) The compound is CNc1ncncc1-c1ccc(C(=O)N(C)C)cc1. The result is 0 (non-inhibitor). (2) The drug is C=CCN1C(=O)NC(=O)/C(=C/c2cccn2C)C1=O. The result is 0 (non-inhibitor). (3) The drug is COCC(=O)N1CCC2(CC1)CN(C(=O)Nc1ccc(OC)cc1)C2. The result is 0 (non-inhibitor). (4) The molecule is c1cc(N2CCCC3(CCNCC3)C2)ccn1. The result is 1 (inhibitor). (5) The compound is O=C(NCC1CCC(C(=O)O)CC1)OCc1ccccc1. The result is 0 (non-inhibitor). (6) The compound is CCCCCCCCN[C@@H](C)[C@H](O)c1ccc(SC(C)C)cc1. The result is 1 (inhibitor). (7) The compound is COCCn1c(=O)c(-c2cccc(C#N)c2)nc2cnc(OCc3ccccc3)nc21. The result is 0 (non-inhibitor). (8) The compound is CCN1C(=O)CC(N2CCN(CC(=O)NC(C)C)CC2)C1=O. The result is 0 (non-inhibitor). (9) The compound is O=C(CCn1c(=O)[nH]c2ccsc2c1=O)Nc1ccc(F)c(F)c1. The result is 0 (non-inhibitor).